From a dataset of Full USPTO retrosynthesis dataset with 1.9M reactions from patents (1976-2016). Predict the reactants needed to synthesize the given product. (1) The reactants are: C1CCN2C(=NCCC2)CC1.[CH3:12][CH:13]([O:15][C:16]1[CH:23]=[CH:22][C:21]([C:24]2[S:25][C:26]([N:29]3[C:37]([CH3:38])=[C:32]4[CH2:33][NH:34][CH2:35][CH2:36][C:31]4=[N:30]3)=[N:27][N:28]=2)=[CH:20][C:17]=1[C:18]#[N:19])[CH3:14].[C:39]([O:43][C:44]([CH3:47])([CH3:46])[CH3:45])(=[O:42])[CH:40]=[CH2:41]. Given the product [C:18]([C:17]1[CH:20]=[C:21]([C:24]2[S:25][C:26]([N:29]3[C:37]([CH3:38])=[C:32]4[CH2:33][N:34]([CH2:41][CH2:40][C:39]([O:43][C:44]([CH3:47])([CH3:46])[CH3:45])=[O:42])[CH2:35][CH2:36][C:31]4=[N:30]3)=[N:27][N:28]=2)[CH:22]=[CH:23][C:16]=1[O:15][CH:13]([CH3:12])[CH3:14])#[N:19], predict the reactants needed to synthesize it. (2) Given the product [C:33]([O:37][C:38]([N:40]1[CH2:45][CH2:44][N:43]([C:15](=[O:16])[CH2:14][NH:13][C:11]([C:9]2[CH:8]=[CH:7][C:6]3[N:2]([CH3:1])[C:3]([NH:18][C:19]4[S:20][C:21]5[CH:27]=[C:26]([O:28][C:29]([F:30])([F:31])[F:32])[CH:25]=[CH:24][C:22]=5[N:23]=4)=[N:4][C:5]=3[CH:10]=2)=[O:12])[CH2:42][CH2:41]1)=[O:39])([CH3:36])([CH3:34])[CH3:35], predict the reactants needed to synthesize it. The reactants are: [CH3:1][N:2]1[C:6]2[CH:7]=[CH:8][C:9]([C:11]([NH:13][CH2:14][C:15](O)=[O:16])=[O:12])=[CH:10][C:5]=2[N:4]=[C:3]1[NH:18][C:19]1[S:20][C:21]2[CH:27]=[C:26]([O:28][C:29]([F:32])([F:31])[F:30])[CH:25]=[CH:24][C:22]=2[N:23]=1.[C:33]([O:37][C:38]([N:40]1[CH2:45][CH2:44][NH:43][CH2:42][CH2:41]1)=[O:39])([CH3:36])([CH3:35])[CH3:34].CN(C(ON1N=NC2C=CC=CC1=2)=[N+](C)C)C.F[P-](F)(F)(F)(F)F.CCN(C(C)C)C(C)C. (3) Given the product [Cl:29][C:27]1[CH:28]=[C:23]([CH:24]=[C:25]([Cl:31])[C:26]=1[Cl:30])[CH2:22][N:20]1[CH:21]=[C:17]([C:14]2[N:13]=[CH:12][C:11]([C:8]3[N:9]=[N:10][N:6]([CH2:5][C:4]([OH:32])=[O:3])[N:7]=3)=[CH:16][N:15]=2)[N:18]=[N:19]1, predict the reactants needed to synthesize it. The reactants are: C([O:3][C:4](=[O:32])[CH2:5][N:6]1[N:10]=[N:9][C:8]([C:11]2[CH:12]=[N:13][C:14]([C:17]3[N:18]=[N:19][N:20]([CH2:22][C:23]4[CH:28]=[C:27]([Cl:29])[C:26]([Cl:30])=[C:25]([Cl:31])[CH:24]=4)[CH:21]=3)=[N:15][CH:16]=2)=[N:7]1)C.[OH-].[Na+]. (4) Given the product [CH2:1]([O:3][C:4](=[O:26])[CH:5]=[CH:6][C:7]1[CH:11]=[CH:10][N:9]([S:12]([C:15]2[CH:16]=[C:17]3[C:22](=[CH:23][CH:24]=2)[N:21]=[CH:20][N:19]=[C:18]3[NH:44][C:43]2[CH:45]=[CH:46][CH:47]=[C:41]([C:39]#[CH:40])[CH:42]=2)(=[O:14])=[O:13])[CH:8]=1)[CH3:2], predict the reactants needed to synthesize it. The reactants are: [CH2:1]([O:3][C:4](=[O:26])[CH:5]=[CH:6][C:7]1[CH:11]=[CH:10][N:9]([S:12]([C:15]2[CH:16]=[C:17]3[C:22](=[CH:23][CH:24]=2)[N:21]=[CH:20][NH:19][C:18]3=O)(=[O:14])=[O:13])[CH:8]=1)[CH3:2].O=P(Cl)(Cl)Cl.C(N(CC)CC)C.[C:39]([C:41]1[CH:42]=[C:43]([CH:45]=[CH:46][CH:47]=1)[NH2:44])#[CH:40]. (5) Given the product [CH:24]1([S:21]([C:8]2([C:6]3[CH:5]=[C:4]([N:27]4[CH2:32][CH2:31][O:30][CH2:29][C@@H:28]4[CH3:33])[N:3]=[C:2]([C:44]4[CH:45]=[CH:46][CH:47]=[C:48]5[C:43]=4[CH:42]=[CH:41][NH:40]5)[N:7]=3)[CH2:9][CH2:10][NH:11][CH2:12][CH2:13]2)(=[O:22])=[O:23])[CH2:25][CH2:26]1, predict the reactants needed to synthesize it. The reactants are: Cl[C:2]1[N:7]=[C:6]([C:8]2([S:21]([CH:24]3[CH2:26][CH2:25]3)(=[O:23])=[O:22])[CH2:13][CH2:12][N:11](C(OC(C)(C)C)=O)[CH2:10][CH2:9]2)[CH:5]=[C:4]([N:27]2[CH2:32][CH2:31][O:30][CH2:29][C@@H:28]2[CH3:33])[N:3]=1.C([O-])([O-])=O.[Na+].[Na+].[NH:40]1[C:48]2[C:43](=[C:44](B(O)O)[CH:45]=[CH:46][CH:47]=2)[CH:42]=[CH:41]1.COCCOC.O.CCO. (6) Given the product [OH:2][C:3]1[CH:4]=[C:5]2[C:6]([C:17]3[N:21]=[C:22]([NH2:24])[S:23][CH:18]=3)=[CH:7][NH:8][C:9]2=[N:10][CH:11]=1, predict the reactants needed to synthesize it. The reactants are: C[O:2][C:3]1[CH:4]=[C:5]2[C:9](=[N:10][CH:11]=1)[NH:8][CH:7]=[CH:6]2.[Al+3].[Cl-].[Cl-].[Cl-].Br[CH2:17][C:18](Br)=O.[NH2:21][C:22]([NH2:24])=[S:23]. (7) Given the product [CH2:1]([NH:8][C:9](=[O:16])[NH:10][O:11][CH2:12][C:13]([NH:17][C@@H:18]([CH2:41][C:42]1[CH:47]=[CH:46][C:45]([O:48][C:49]([CH3:51])([CH3:50])[CH3:52])=[CH:44][CH:43]=1)[C:19]([N:21]([CH2:33][CH:34]([O:38][CH2:39][CH3:40])[O:35][CH2:36][CH3:37])[CH2:22][C:23]1[C:32]2[C:27](=[CH:28][CH:29]=[CH:30][CH:31]=2)[CH:26]=[CH:25][CH:24]=1)=[O:20])=[O:15])[C:2]1[CH:3]=[CH:4][CH:5]=[CH:6][CH:7]=1, predict the reactants needed to synthesize it. The reactants are: [CH2:1]([NH:8][C:9](=[O:16])[NH:10][O:11][CH2:12][C:13]([OH:15])=O)[C:2]1[CH:7]=[CH:6][CH:5]=[CH:4][CH:3]=1.[NH2:17][C@@H:18]([CH2:41][C:42]1[CH:47]=[CH:46][C:45]([O:48][C:49]([CH3:52])([CH3:51])[CH3:50])=[CH:44][CH:43]=1)[C:19]([N:21]([CH2:33][CH:34]([O:38][CH2:39][CH3:40])[O:35][CH2:36][CH3:37])[CH2:22][C:23]1[C:32]2[C:27](=[CH:28][CH:29]=[CH:30][CH:31]=2)[CH:26]=[CH:25][CH:24]=1)=[O:20].